This data is from KCNQ2 potassium channel screen with 302,405 compounds. The task is: Binary Classification. Given a drug SMILES string, predict its activity (active/inactive) in a high-throughput screening assay against a specified biological target. (1) The drug is O=C(NCc1cc2c3c([nH]c2cc1)CCCC3)CC(C)C. The result is 0 (inactive). (2) The drug is S1C(CC(O)=O)(C(=O)NC1=O)C. The result is 0 (inactive).